This data is from Peptide-MHC class I binding affinity with 185,985 pairs from IEDB/IMGT. The task is: Regression. Given a peptide amino acid sequence and an MHC pseudo amino acid sequence, predict their binding affinity value. This is MHC class I binding data. (1) The peptide sequence is LERIKANIF. The MHC is HLA-B27:05 with pseudo-sequence HLA-B27:05. The binding affinity (normalized) is 0.0847. (2) The peptide sequence is FLEESHPGI. The MHC is HLA-A02:06 with pseudo-sequence HLA-A02:06. The binding affinity (normalized) is 0.851.